This data is from Full USPTO retrosynthesis dataset with 1.9M reactions from patents (1976-2016). The task is: Predict the reactants needed to synthesize the given product. (1) Given the product [CH3:1][C@H:2]([CH2:3][CH2:4][CH3:5])[CH2:6][C:7]([OH:9])=[O:8], predict the reactants needed to synthesize it. The reactants are: [CH3:1][C@@H:2]([CH:6](C(O)=O)[C:7]([OH:9])=[O:8])[CH2:3][CH2:4][CH3:5].N1C=CC=CC=1. (2) The reactants are: [Cl:1][C:2]1[CH:3]=[C:4]([C:12]2[O:16][N:15]=[C:14]([C:17]3[CH:26]=[CH:25][CH:24]=[C:23]4[C:18]=3[CH:19]=[CH:20][N+:21]([O-])=[CH:22]4)[N:13]=2)[CH:5]=[CH:6][C:7]=1[O:8][CH:9]([CH3:11])[CH3:10].Cl[C:29]1C=CC2C(=CC=CC=2)N=1.[C:39]([O:42][CH2:43][CH3:44])(=[O:41])[CH3:40]. Given the product [Cl:1][C:2]1[CH:3]=[C:4]([C:12]2[O:16][N:15]=[C:14]([C:17]3[CH:26]=[CH:25][CH:24]=[C:23]4[C:18]=3[CH:19]=[CH:20][N:21]=[C:22]4[CH2:29][CH2:40][C:39]([O:42][CH2:43][CH3:44])=[O:41])[N:13]=2)[CH:5]=[CH:6][C:7]=1[O:8][CH:9]([CH3:10])[CH3:11], predict the reactants needed to synthesize it.